From a dataset of Reaction yield outcomes from USPTO patents with 853,638 reactions. Predict the reaction yield, written as a fraction of the theoretical maximum amount of product (1.0 means a 100% yield; for example, 0.34 means a 34% yield). (1) The reactants are [C:1]([C:3]1[CH:8]=[CH:7][C:6]([O:9][CH3:10])=[CH:5][CH:4]=1)#[CH:2].Br[C:12]1[S:13][CH:14]=[CH:15][N:16]=1.C(N(CC)CC)C. The catalyst is C(#N)C.Cl[Pd](Cl)([P](C1C=CC=CC=1)(C1C=CC=CC=1)C1C=CC=CC=1)[P](C1C=CC=CC=1)(C1C=CC=CC=1)C1C=CC=CC=1.[Cu]I. The product is [S:13]1[CH:14]=[CH:15][N:16]=[C:12]1[C:8]1[CH:7]=[C:6]([O:9][CH3:10])[CH:5]=[CH:4][C:3]=1[C:1]#[CH:2]. The yield is 0.700. (2) The reactants are [Cl:1][C:2]1[CH:3]=[CH:4][C:5]([CH2:9][OH:10])=[C:6]([OH:8])[CH:7]=1.[OH-].[Na+].Br[CH2:14][C:15]1[CH:20]=[CH:19][C:18]([F:21])=[CH:17][CH:16]=1.O. The catalyst is C(O)C. The product is [Cl:1][C:2]1[CH:3]=[CH:4][C:5]([CH2:9][OH:10])=[C:6]([O:8][CH2:14][C:15]2[CH:20]=[CH:19][C:18]([F:21])=[CH:17][CH:16]=2)[CH:7]=1. The yield is 0.570. (3) The reactants are [CH:1](=O)[CH2:2][CH2:3][CH2:4][CH2:5][CH:6]=[CH2:7].[C:9]([O:13][C:14]([CH3:17])([CH3:16])[CH3:15])(=[O:12])[NH:10][NH2:11].[BH3-]C#N.[Na+]. The catalyst is CO.C([O-])(O)=O.[Na+].CCOC(C)=O. The product is [C:14]([O:13][C:9]([NH:10]/[N:11]=[CH:1]/[CH2:2][CH2:3][CH2:4][CH2:5][CH:6]=[CH2:7])=[O:12])([CH3:17])([CH3:16])[CH3:15]. The yield is 0.610.